Dataset: Full USPTO retrosynthesis dataset with 1.9M reactions from patents (1976-2016). Task: Predict the reactants needed to synthesize the given product. (1) The reactants are: [N:1]([CH2:4][CH2:5][C@H:6]([NH:10][C:11](=[O:35])[CH2:12][CH2:13][CH2:14][CH2:15][CH2:16][CH2:17][CH2:18][CH2:19][CH2:20][CH2:21][CH2:22][CH2:23][CH2:24][CH2:25][CH2:26][CH2:27][C:28]([O:30]C(C)(C)C)=[O:29])[C:7]([OH:9])=[O:8])=[N+:2]=[N-:3].C(O)(C(F)(F)F)=O. Given the product [N:1]([CH2:4][CH2:5][C@H:6]([NH:10][C:11](=[O:35])[CH2:12][CH2:13][CH2:14][CH2:15][CH2:16][CH2:17][CH2:18][CH2:19][CH2:20][CH2:21][CH2:22][CH2:23][CH2:24][CH2:25][CH2:26][CH2:27][C:28]([OH:30])=[O:29])[C:7]([OH:9])=[O:8])=[N+:2]=[N-:3], predict the reactants needed to synthesize it. (2) Given the product [OH:5][CH2:6][CH2:7][CH2:8][CH2:9][N:10]1[C:15](=[O:16])[CH:14]=[C:13]([NH:17][C:18]2[CH:23]=[CH:22][C:21]([CH3:24])=[C:20]([CH2:25][CH3:26])[CH:19]=2)[NH:12][C:11]1=[O:27], predict the reactants needed to synthesize it. The reactants are: N.C([O:5][CH2:6][CH2:7][CH2:8][CH2:9][N:10]1[C:15](=[O:16])[CH:14]=[C:13]([NH:17][C:18]2[CH:23]=[CH:22][C:21]([CH3:24])=[C:20]([CH2:25][CH3:26])[CH:19]=2)[NH:12][C:11]1=[O:27])(=O)C. (3) Given the product [F:8][C:6]1([F:9])[CH2:5][CH:4]([NH:10][C:11](=[O:23])[C:12]2[CH:17]=[CH:16][CH:15]=[CH:14][C:13]=2[N:18]2[N:19]=[CH:20][CH:21]=[N:22]2)[CH:3]([NH:2][C:25]2[S:26][C:27]3[CH:33]=[C:32]([F:34])[CH:31]=[CH:30][C:28]=3[N:29]=2)[CH2:7]1, predict the reactants needed to synthesize it. The reactants are: Cl.[NH2:2][CH:3]1[CH2:7][C:6]([F:9])([F:8])[CH2:5][CH:4]1[NH:10][C:11](=[O:23])[C:12]1[CH:17]=[CH:16][CH:15]=[CH:14][C:13]=1[N:18]1[N:22]=[CH:21][CH:20]=[N:19]1.Cl[C:25]1[S:26][C:27]2[CH:33]=[C:32]([F:34])[CH:31]=[CH:30][C:28]=2[N:29]=1.CCN(C(C)C)C(C)C. (4) The reactants are: [Cl:1][S:2]([OH:5])(=O)=[O:3].[F:6][C:7]1[CH:12]=[CH:11][C:10]([CH3:13])=[CH:9][C:8]=1[OH:14]. Given the product [F:6][C:7]1[C:8]([OH:14])=[CH:9][C:10]([CH3:13])=[C:11]([S:2]([Cl:1])(=[O:5])=[O:3])[CH:12]=1, predict the reactants needed to synthesize it. (5) Given the product [CH2:1]([O:4][C:5]([NH:7][C@@H:8]([CH:12]([CH3:14])[CH3:13])[C:9]([O:11][N:16]1[C:20](=[O:21])[CH2:19][CH2:18][C:17]1=[O:22])=[O:10])=[O:6])[CH:2]=[CH2:3], predict the reactants needed to synthesize it. The reactants are: [CH2:1]([O:4][C:5]([NH:7][C@@H:8]([CH:12]([CH3:14])[CH3:13])[C:9]([OH:11])=[O:10])=[O:6])[CH:2]=[CH2:3].O[N:16]1[C:20](=[O:21])[CH2:19][CH2:18][C:17]1=[O:22].C1(N=C=NC2CCCCC2)CCCCC1. (6) Given the product [NH2:13][C:12]1[O:15][C:16]2[C:24]([CH:5]([C:4]3[CH:7]=[CH:8][CH:9]=[C:2]([F:1])[CH:3]=3)[C:11]=1[C:10]#[N:14])=[CH:23][CH:22]=[C:21]1[N:20]([CH3:25])[CH:19]=[CH:18][C:17]=21, predict the reactants needed to synthesize it. The reactants are: [F:1][C:2]1[CH:3]=[C:4]([CH:7]=[CH:8][CH:9]=1)[CH:5]=O.[C:10](#[N:14])[CH2:11][C:12]#[N:13].[OH:15][C:16]1[CH:24]=[CH:23][CH:22]=[C:21]2[C:17]=1[CH:18]=[CH:19][N:20]2[CH3:25].N1CCCCC1. (7) Given the product [O:1]=[C:2]1[N:7]([CH2:8][CH2:9][CH3:10])[C:6]2[S:11][C:12]3[CH2:17][CH2:16][CH2:15][CH2:14][C:13]=3[C:5]=2[C:4]([C:18]2[CH:19]=[CH:20][C:21]([CH3:24])=[CH:22][CH:23]=2)=[C:3]1[CH:25]([CH2:31][CH2:32][CH3:33])[C:26]([OH:28])=[O:27], predict the reactants needed to synthesize it. The reactants are: [O:1]=[C:2]1[N:7]([CH2:8][CH2:9][CH3:10])[C:6]2[S:11][C:12]3[CH2:17][CH2:16][CH2:15][CH2:14][C:13]=3[C:5]=2[C:4]([C:18]2[CH:23]=[CH:22][C:21]([CH3:24])=[CH:20][CH:19]=2)=[C:3]1[CH:25]([CH2:31][CH2:32][CH3:33])[C:26]([O:28]CC)=[O:27].[OH-].[Na+]. (8) Given the product [C:1]([C:3]1[C:12]2[C:7](=[CH:8][CH:9]=[CH:10][CH:11]=2)[CH:6]=[CH:5][C:4]=1[S:37][CH2:28][CH3:27])#[CH:2], predict the reactants needed to synthesize it. The reactants are: [C:1]([C:3]1[C:12]2[C:7](=[CH:8][CH:9]=[CH:10][CH:11]=2)[CH:6]=[CH:5][C:4]=1C)#[CH:2].BrC1C2C(=CC=CC=2)C=CC=1C.Br[C:27]1C2C(=CC=CC=2)C=C[C:28]=1[S:37]CC. (9) Given the product [CH3:1][S:2]([C:5]1[CH:6]=[CH:7][C:8]([NH:11][C:12]2[C:13]([C:25]#[N:26])=[CH:14][NH:15][N:16]=2)=[CH:9][CH:10]=1)(=[O:3])=[O:4], predict the reactants needed to synthesize it. The reactants are: [CH3:1][S:2]([C:5]1[CH:10]=[CH:9][C:8]([NH:11][C:12]2[N:16](COCC[Si](C)(C)C)[N:15]=[CH:14][C:13]=2[C:25]#[N:26])=[CH:7][CH:6]=1)(=[O:4])=[O:3].Cl.C([O-])(O)=O.[Na+].